From a dataset of NCI-60 drug combinations with 297,098 pairs across 59 cell lines. Regression. Given two drug SMILES strings and cell line genomic features, predict the synergy score measuring deviation from expected non-interaction effect. (1) Drug 1: C1=CC(=C2C(=C1NCCNCCO)C(=O)C3=C(C=CC(=C3C2=O)O)O)NCCNCCO. Drug 2: C#CCC(CC1=CN=C2C(=N1)C(=NC(=N2)N)N)C3=CC=C(C=C3)C(=O)NC(CCC(=O)O)C(=O)O. Cell line: OVCAR-4. Synergy scores: CSS=21.4, Synergy_ZIP=-1.02, Synergy_Bliss=1.43, Synergy_Loewe=1.49, Synergy_HSA=1.17. (2) Drug 1: C1CCN(CC1)CCOC2=CC=C(C=C2)C(=O)C3=C(SC4=C3C=CC(=C4)O)C5=CC=C(C=C5)O. Drug 2: C(CCl)NC(=O)N(CCCl)N=O. Cell line: SW-620. Synergy scores: CSS=14.0, Synergy_ZIP=0.818, Synergy_Bliss=2.40, Synergy_Loewe=-4.95, Synergy_HSA=-3.79. (3) Drug 1: CC1C(C(CC(O1)OC2CC(CC3=C2C(=C4C(=C3O)C(=O)C5=C(C4=O)C(=CC=C5)OC)O)(C(=O)C)O)N)O.Cl. Drug 2: CC1CCCC2(C(O2)CC(NC(=O)CC(C(C(=O)C(C1O)C)(C)C)O)C(=CC3=CSC(=N3)C)C)C. Cell line: SF-539. Synergy scores: CSS=11.0, Synergy_ZIP=-9.81, Synergy_Bliss=-11.4, Synergy_Loewe=-13.4, Synergy_HSA=-11.2. (4) Drug 1: CC1CCC2CC(C(=CC=CC=CC(CC(C(=O)C(C(C(=CC(C(=O)CC(OC(=O)C3CCCCN3C(=O)C(=O)C1(O2)O)C(C)CC4CCC(C(C4)OC)OCCO)C)C)O)OC)C)C)C)OC. Drug 2: C1CNP(=O)(OC1)N(CCCl)CCCl. Cell line: IGROV1. Synergy scores: CSS=2.41, Synergy_ZIP=-0.243, Synergy_Bliss=3.28, Synergy_Loewe=-0.345, Synergy_HSA=0.943. (5) Drug 1: C1=NNC2=C1C(=O)NC=N2. Drug 2: C1CN(P(=O)(OC1)NCCCl)CCCl. Cell line: HOP-92. Synergy scores: CSS=-1.13, Synergy_ZIP=-1.10, Synergy_Bliss=-1.79, Synergy_Loewe=-2.49, Synergy_HSA=-1.91. (6) Drug 1: C1CC(C1)(C(=O)O)C(=O)O.[NH2-].[NH2-].[Pt+2]. Drug 2: CCC1(CC2CC(C3=C(CCN(C2)C1)C4=CC=CC=C4N3)(C5=C(C=C6C(=C5)C78CCN9C7C(C=CC9)(C(C(C8N6C)(C(=O)OC)O)OC(=O)C)CC)OC)C(=O)OC)O.OS(=O)(=O)O. Cell line: NCI/ADR-RES. Synergy scores: CSS=-1.89, Synergy_ZIP=2.43, Synergy_Bliss=4.33, Synergy_Loewe=-1.91, Synergy_HSA=-1.40. (7) Drug 1: CN(C)C1=NC(=NC(=N1)N(C)C)N(C)C. Drug 2: C1C(C(OC1N2C=C(C(=O)NC2=O)F)CO)O. Cell line: UACC62. Synergy scores: CSS=12.7, Synergy_ZIP=-12.4, Synergy_Bliss=-8.90, Synergy_Loewe=-27.3, Synergy_HSA=-9.43.